Dataset: CYP2C9 inhibition data for predicting drug metabolism from PubChem BioAssay. Task: Regression/Classification. Given a drug SMILES string, predict its absorption, distribution, metabolism, or excretion properties. Task type varies by dataset: regression for continuous measurements (e.g., permeability, clearance, half-life) or binary classification for categorical outcomes (e.g., BBB penetration, CYP inhibition). Dataset: cyp2c9_veith. (1) The molecule is Cc1noc(C)c1-c1cc(NCc2ccccc2)ncn1. The result is 0 (non-inhibitor). (2) The drug is Cc1nc2cnc(N3CCN(C)CC3)nc2n(C2CC2)c1=O. The result is 0 (non-inhibitor). (3) The result is 1 (inhibitor). The molecule is COc1ccccc1CNc1nc(-c2cccc(NS(C)(=O)=O)c2)nc2ccccc12. (4) The compound is O=C(O)CCC(=O)N1CCC[C@H]1C(=O)O. The result is 0 (non-inhibitor).